This data is from Merck oncology drug combination screen with 23,052 pairs across 39 cell lines. The task is: Regression. Given two drug SMILES strings and cell line genomic features, predict the synergy score measuring deviation from expected non-interaction effect. (1) Drug 1: Nc1ccn(C2OC(CO)C(O)C2(F)F)c(=O)n1. Drug 2: COC1=C2CC(C)CC(OC)C(O)C(C)C=C(C)C(OC(N)=O)C(OC)C=CC=C(C)C(=O)NC(=CC1=O)C2=O. Cell line: EFM192B. Synergy scores: synergy=-8.61. (2) Synergy scores: synergy=5.38. Drug 1: CC1(c2nc3c(C(N)=O)cccc3[nH]2)CCCN1. Drug 2: CCc1cnn2c(NCc3ccc[n+]([O-])c3)cc(N3CCCCC3CCO)nc12. Cell line: A2780. (3) Drug 1: CC(C)CC(NC(=O)C(Cc1ccccc1)NC(=O)c1cnccn1)B(O)O. Drug 2: NC1CCCCC1N.O=C(O)C(=O)O.[Pt+2]. Cell line: KPL1. Synergy scores: synergy=3.33. (4) Drug 1: CCC1(O)CC2CN(CCc3c([nH]c4ccccc34)C(C(=O)OC)(c3cc4c(cc3OC)N(C)C3C(O)(C(=O)OC)C(OC(C)=O)C5(CC)C=CCN6CCC43C65)C2)C1. Drug 2: CCc1cnn2c(NCc3ccc[n+]([O-])c3)cc(N3CCCCC3CCO)nc12. Cell line: SKMEL30. Synergy scores: synergy=-9.59.